From a dataset of TCR-epitope binding with 47,182 pairs between 192 epitopes and 23,139 TCRs. Binary Classification. Given a T-cell receptor sequence (or CDR3 region) and an epitope sequence, predict whether binding occurs between them. Result: 1 (the TCR binds to the epitope). The epitope is EILDITPCSF. The TCR CDR3 sequence is CASSANLAGVVGETQYF.